This data is from Full USPTO retrosynthesis dataset with 1.9M reactions from patents (1976-2016). The task is: Predict the reactants needed to synthesize the given product. Given the product [NH2:10][C:9]1[CH:8]=[CH:7][C:6]([C:13](=[O:15])[CH3:14])=[CH:5][C:4]=1[NH:3][CH2:1][CH3:2], predict the reactants needed to synthesize it. The reactants are: [CH2:1]([NH:3][C:4]1[CH:5]=[C:6]([C:13](=[O:15])[CH3:14])[CH:7]=[CH:8][C:9]=1[N+:10]([O-])=O)[CH3:2].